Dataset: CYP2D6 inhibition data for predicting drug metabolism from PubChem BioAssay. Task: Regression/Classification. Given a drug SMILES string, predict its absorption, distribution, metabolism, or excretion properties. Task type varies by dataset: regression for continuous measurements (e.g., permeability, clearance, half-life) or binary classification for categorical outcomes (e.g., BBB penetration, CYP inhibition). Dataset: cyp2d6_veith. (1) The molecule is CC(C)OCCCN1CN(S(=O)(=O)c2cccc(Cl)c2)c2nc3ccccc3nc21. The result is 0 (non-inhibitor). (2) The drug is FC(F)(F)c1ccccc1-c1ccc2ncnc(N3CCOCC3)c2c1. The result is 0 (non-inhibitor). (3) The drug is CC(C)c1ccc(O)c(NC(=O)c2ncn[nH]2)c1. The result is 0 (non-inhibitor). (4) The compound is Cc1ccc(NNS(=O)(=O)c2ccc(C)cc2)cc1. The result is 1 (inhibitor). (5) The compound is CCn1c2ccccc2c2cc(NC(=O)C(C)Oc3ccc(OC)cc3)ccc21. The result is 0 (non-inhibitor). (6) The drug is CN1CC[C@H](OC(=O)[C@](O)(c2ccccc2)C2CCCC2)C1. The result is 0 (non-inhibitor). (7) The molecule is C[C@@]12CCC(=O)C=C1CC[C@@H]1[C@@H]2[C@H](O)C[C@]2(C)[C@@H]1CC[C@]2(O)C(=O)CO. The result is 0 (non-inhibitor). (8) The drug is Cc1cccc(CSc2nnc(NC(=O)c3ccco3)s2)c1. The result is 0 (non-inhibitor). (9) The molecule is CC(=O)N1CCC2(CC1)CN(C(c1ccccc1)c1ccccc1)C2. The result is 0 (non-inhibitor). (10) The molecule is O=C(NCNC(=O)N[C@H]1C(=O)NC(=O)N1CO)N[C@H]1C(=O)NC(=O)N1CO. The result is 0 (non-inhibitor).